From a dataset of Full USPTO retrosynthesis dataset with 1.9M reactions from patents (1976-2016). Predict the reactants needed to synthesize the given product. (1) Given the product [C:24]([C:23]([NH:22][C:12]([C:9]1[CH:8]=[C:7]([O:15][C@@H:16]([CH3:21])[C:17]([F:19])([F:18])[F:20])[C:6]([C:2]2([F:1])[CH2:3][O:4][CH2:5]2)=[CH:11][N:10]=1)=[O:14])([CH3:30])[CH2:26][CH:27]1[CH2:29][CH2:28]1)#[N:25], predict the reactants needed to synthesize it. The reactants are: [F:1][C:2]1([C:6]2[C:7]([O:15][C@@H:16]([CH3:21])[C:17]([F:20])([F:19])[F:18])=[CH:8][C:9]([C:12]([OH:14])=O)=[N:10][CH:11]=2)[CH2:5][O:4][CH2:3]1.[NH2:22][C:23]([CH3:30])([CH2:26][CH:27]1[CH2:29][CH2:28]1)[C:24]#[N:25]. (2) Given the product [NH2:1][C:2]1[N:3]=[CH:4][C:5]([C:18]2[CH:25]=[CH:24][C:21]([CH2:22][NH:27][CH:28]3[CH2:33][CH2:32][NH:31][C@@H:30]([C:41]([O:43][C:44]([CH3:45])([CH3:46])[CH3:47])=[O:42])[CH2:29]3)=[C:20]([Cl:26])[CH:19]=2)=[N:6][C:7]=1[NH:8][CH2:9][C:10]1[C:15]([Cl:16])=[CH:14][CH:13]=[CH:12][C:11]=1[Cl:17], predict the reactants needed to synthesize it. The reactants are: [NH2:1][C:2]1[N:3]=[CH:4][C:5]([C:18]2[CH:25]=[CH:24][C:21]([CH:22]=O)=[C:20]([Cl:26])[CH:19]=2)=[N:6][C:7]=1[NH:8][CH2:9][C:10]1[C:15]([Cl:16])=[CH:14][CH:13]=[CH:12][C:11]=1[Cl:17].[NH2:27][CH:28]1[CH2:33][CH2:32][N:31](C(OC(C)(C)C)=O)[C@@H:30]([C:41]([O:43][C:44]([CH3:47])([CH3:46])[CH3:45])=[O:42])[CH2:29]1. (3) The reactants are: Cl[C:2]1[CH:7]=[C:6]([C:8]2[CH:13]=[C:12]([Br:14])[CH:11]=[CH:10][C:9]=2[O:15][CH3:16])[N:5]=[C:4]([NH2:17])[N:3]=1.[NH2:18][C:19]1[CH:26]=[CH:25][C:22]([C:23]#[N:24])=[CH:21][CH:20]=1. Given the product [NH2:17][C:4]1[N:3]=[C:2]([NH:18][C:19]2[CH:26]=[CH:25][C:22]([C:23]#[N:24])=[CH:21][CH:20]=2)[CH:7]=[C:6]([C:8]2[CH:13]=[C:12]([Br:14])[CH:11]=[CH:10][C:9]=2[O:15][CH3:16])[N:5]=1, predict the reactants needed to synthesize it. (4) Given the product [Si:3]([O:10][CH2:11][CH2:12][NH:13][CH2:16][CH2:15][C:14]([O:18][CH2:19][C:20]1[CH:25]=[CH:24][CH:23]=[CH:22][CH:21]=1)=[O:17])([C:6]([CH3:8])([CH3:9])[CH3:7])([CH3:5])[CH3:4], predict the reactants needed to synthesize it. The reactants are: [Cl-].[Li+].[Si:3]([O:10][CH2:11][CH2:12][NH2:13])([C:6]([CH3:9])([CH3:8])[CH3:7])([CH3:5])[CH3:4].[C:14]([O:18][CH2:19][C:20]1[CH:25]=[CH:24][CH:23]=[CH:22][CH:21]=1)(=[O:17])[CH:15]=[CH2:16].